From a dataset of Full USPTO retrosynthesis dataset with 1.9M reactions from patents (1976-2016). Predict the reactants needed to synthesize the given product. (1) Given the product [O:1]=[C:2]1[C:11]2[C:6](=[CH:7][N:8]=[CH:9][CH:10]=2)[C:5]2=[CH:12][CH:13]=[CH:14][C:15]([C:16]([NH2:25])=[O:18])=[C:4]2[NH:3]1, predict the reactants needed to synthesize it. The reactants are: [O:1]=[C:2]1[C:11]2[C:6](=[CH:7][N:8]=[CH:9][CH:10]=2)[C:5]2=[CH:12][CH:13]=[CH:14][C:15]([C:16]([OH:18])=O)=[C:4]2[NH:3]1.C1C=CC2N(O)N=[N:25]C=2C=1.[NH4+].[Cl-].CCN(C(C)C)C(C)C.CCN=C=NCCCN(C)C. (2) Given the product [N+:1]([CH2:4][CH2:5][CH2:6][C:7]([Cl:12])=[O:9])([O-:3])=[O:2], predict the reactants needed to synthesize it. The reactants are: [N+:1]([CH2:4][CH2:5][CH2:6][C:7]([OH:9])=O)([O-:3])=[O:2].O=S(Cl)[Cl:12]. (3) Given the product [CH:26]1([C:29]([NH:1][C:2]2[NH:6][C:5]3[CH:7]=[C:8]([O:11][C:12]4[CH:13]=[C:14]([NH:18][C:19](=[O:25])[O:20][C:21]([CH3:22])([CH3:24])[CH3:23])[CH:15]=[CH:16][CH:17]=4)[CH:9]=[CH:10][C:4]=3[N:3]=2)=[O:30])[CH2:28][CH2:27]1, predict the reactants needed to synthesize it. The reactants are: [NH2:1][C:2]1[NH:6][C:5]2[CH:7]=[C:8]([O:11][C:12]3[CH:13]=[C:14]([NH:18][C:19](=[O:25])[O:20][C:21]([CH3:24])([CH3:23])[CH3:22])[CH:15]=[CH:16][CH:17]=3)[CH:9]=[CH:10][C:4]=2[N:3]=1.[CH:26]1([C:29](Cl)=[O:30])[CH2:28][CH2:27]1.CO.[OH-].[Na+]. (4) Given the product [C:1]([C:3](=[CH:7][C:8]1[CH:9]=[CH:10][C:11]([NH:14][C:15]2[N:16]=[C:17]3[C:23]([C:24](=[O:29])[C:25]([CH3:27])([CH3:26])[CH3:28])=[CH:22][NH:21][C:18]3=[N:19][CH:20]=2)=[CH:12][CH:13]=1)[C:4]([NH2:6])=[O:5])#[N:2], predict the reactants needed to synthesize it. The reactants are: [C:1]([C:3](=[CH:7][C:8]1[CH:13]=[CH:12][C:11]([NH:14][C:15]2[N:16]=[C:17]3[C:23]([C:24](=[O:29])[C:25]([CH3:28])([CH3:27])[CH3:26])=[CH:22][N:21](COCC[Si](C)(C)C)[C:18]3=[N:19][CH:20]=2)=[CH:10][CH:9]=1)[C:4]([NH2:6])=[O:5])#[N:2].C(O)(C(F)(F)F)=O. (5) Given the product [CH:2]1([N+:7]([O-:8])=[CH:15][C:14]2[CH:17]=[CH:18][C:19]([S:21]([OH:24])(=[O:22])=[O:23])=[CH:20][C:13]=2[S:9]([OH:12])(=[O:11])=[O:10])[CH2:6][CH2:5][CH2:4][CH2:3]1, predict the reactants needed to synthesize it. The reactants are: Cl.[CH:2]1([NH:7][OH:8])[CH2:6][CH2:5][CH2:4][CH2:3]1.[S:9]([C:13]1[CH:20]=[C:19]([S:21]([OH:24])(=[O:23])=[O:22])[CH:18]=[CH:17][C:14]=1[CH:15]=O)([OH:12])(=[O:11])=[O:10].